From a dataset of Retrosynthesis with 50K atom-mapped reactions and 10 reaction types from USPTO. Predict the reactants needed to synthesize the given product. (1) Given the product C=CCNC(=O)c1ccc2c(c1)nc(COc1ccccc1)n2Cc1ccc(OC(F)(F)F)cc1, predict the reactants needed to synthesize it. The reactants are: C=CCN.O=C(O)c1ccc2c(c1)nc(COc1ccccc1)n2Cc1ccc(OC(F)(F)F)cc1. (2) Given the product CC(C)(C)OC(=O)N(CCOS(C)(=O)=O)Cc1cc(F)cc2cc[nH]c12, predict the reactants needed to synthesize it. The reactants are: CC(C)(C)OC(=O)N(CCO)Cc1cc(F)cc2cc[nH]c12.CS(=O)(=O)Cl. (3) Given the product O=C(NCC(=O)N1CCC(Oc2cccc(C(F)(F)F)c2)CC1)c1cc(-c2ccccc2C(F)(F)F)[nH]n1, predict the reactants needed to synthesize it. The reactants are: NCC(=O)N1CCC(Oc2cccc(C(F)(F)F)c2)CC1.O=C(O)c1cc(-c2ccccc2C(F)(F)F)[nH]n1. (4) Given the product CC(=O)N1C(=O)OC(c2ccsc2)C1=O, predict the reactants needed to synthesize it. The reactants are: CC(=O)Cl.O=C1NC(=O)C(c2ccsc2)O1. (5) Given the product C[C@@H]1CN(CCCN2CCCCC2)C(=O)CCN1, predict the reactants needed to synthesize it. The reactants are: C[C@@H]1CN(CCCN2CCCCC2)C(=O)CCN1C(=O)OCc1ccccc1. (6) Given the product O=S(=O)(c1ccccc1)N(Cc1ccccc1)c1cccc(N2CCN(c3ccccc3)CC2)c1, predict the reactants needed to synthesize it. The reactants are: O=S(=O)(c1ccccc1)N(Cc1ccccc1)c1cccc(Br)c1.c1ccc(N2CCNCC2)cc1.